Dataset: Peptide-MHC class I binding affinity with 185,985 pairs from IEDB/IMGT. Task: Regression. Given a peptide amino acid sequence and an MHC pseudo amino acid sequence, predict their binding affinity value. This is MHC class I binding data. (1) The peptide sequence is PPAYRPPNA. The MHC is Patr-A0701 with pseudo-sequence Patr-A0701. The binding affinity (normalized) is 0. (2) The peptide sequence is SLLSVLLSM. The MHC is HLA-A68:02 with pseudo-sequence HLA-A68:02. The binding affinity (normalized) is 0.0787. (3) The peptide sequence is VFSDGRVAC. The MHC is HLA-A02:02 with pseudo-sequence HLA-A02:02. The binding affinity (normalized) is 0.0170. (4) The peptide sequence is FLAHAIGTSI. The MHC is HLA-A02:01 with pseudo-sequence HLA-A02:01. The binding affinity (normalized) is 0.806. (5) The peptide sequence is QRLLPAALA. The MHC is HLA-B15:03 with pseudo-sequence HLA-B15:03. The binding affinity (normalized) is 0.162. (6) The peptide sequence is FLTGTFVTA. The binding affinity (normalized) is 0.372. The MHC is HLA-A68:02 with pseudo-sequence HLA-A68:02. (7) The peptide sequence is PKKDERGAL. The MHC is HLA-B44:02 with pseudo-sequence HLA-B44:02. The binding affinity (normalized) is 0.0847. (8) The peptide sequence is SLFGAAVSL. The MHC is HLA-A03:01 with pseudo-sequence HLA-A03:01. The binding affinity (normalized) is 0.0847. (9) The peptide sequence is SAFVRFSTDK. The MHC is HLA-A33:01 with pseudo-sequence HLA-A33:01. The binding affinity (normalized) is 0.0271. (10) The peptide sequence is ALFSSCPV. The MHC is HLA-A02:01 with pseudo-sequence HLA-A02:01. The binding affinity (normalized) is 0.476.